Dataset: Catalyst prediction with 721,799 reactions and 888 catalyst types from USPTO. Task: Predict which catalyst facilitates the given reaction. Product: [CH2:1]([O:8][CH2:9][C:10]1([C:20]2[CH:24]=[C:23]([C:25]3[CH:26]=[CH:27][C:28]([CH3:31])=[CH:29][CH:30]=3)[N:22]([C:32]3[CH:37]=[CH:36][C:35]([O:38][CH3:39])=[CH:34][CH:33]=3)[N:21]=2)[CH2:19][CH2:18][C:13](=[O:14])[CH2:12][CH2:11]1)[C:2]1[CH:7]=[CH:6][CH:5]=[CH:4][CH:3]=1. The catalyst class is: 632. Reactant: [CH2:1]([O:8][CH2:9][C:10]1([C:20]2[CH:24]=[C:23]([C:25]3[CH:30]=[CH:29][C:28]([CH3:31])=[CH:27][CH:26]=3)[N:22]([C:32]3[CH:37]=[CH:36][C:35]([O:38][CH3:39])=[CH:34][CH:33]=3)[N:21]=2)[CH2:19][CH2:18][C:13]2(OCC[O:14]2)[CH2:12][CH2:11]1)[C:2]1[CH:7]=[CH:6][CH:5]=[CH:4][CH:3]=1.[OH-].[Na+].